This data is from Reaction yield outcomes from USPTO patents with 853,638 reactions. The task is: Predict the reaction yield, written as a fraction of the theoretical maximum amount of product (1.0 means a 100% yield; for example, 0.34 means a 34% yield). (1) The reactants are Br[C:2]1[C:3]([NH:5][C:6](=[O:8])[CH:7]=1)=[O:4].C([O-])(=O)C.[Na+].[CH2:14]([SH:20])[CH2:15][CH2:16][CH2:17][CH2:18][CH3:19]. The catalyst is CO. The product is [CH2:14]([S:20][C:2]1[C:3]([NH:5][C:6](=[O:8])[CH:7]=1)=[O:4])[CH2:15][CH2:16][CH2:17][CH2:18][CH3:19]. The yield is 1.00. (2) The reactants are Br[CH2:2][C:3]1[CH:12]=[CH:11][C:6]([C:7]([O:9][CH3:10])=[O:8])=[CH:5][CH:4]=1.[CH3:13][N:14]([CH3:20])[C@@H:15]1[CH2:19][CH2:18][NH:17][CH2:16]1.C(=O)([O-])[O-].[K+].[K+]. The catalyst is COCCOC.C(Cl)Cl. The product is [CH3:13][N:14]([CH3:20])[C@@H:15]1[CH2:19][CH2:18][N:17]([CH2:2][C:3]2[CH:12]=[CH:11][C:6]([C:7]([O:9][CH3:10])=[O:8])=[CH:5][CH:4]=2)[CH2:16]1. The yield is 0.960. (3) The reactants are [F:1][C:2]1[CH:7]=[CH:6][C:5]([F:8])=[CH:4][C:3]=1[C@H:9]1[CH2:13][CH2:12][CH2:11][N:10]1[C:14]1[CH:19]=[CH:18][N:17]2[N:20]=[CH:21][C:22]([NH2:23])=[C:16]2[N:15]=1.C1N=CN([C:29]([N:31]2[CH:35]=N[CH:33]=[CH:32]2)=[O:30])C=1.N1CC[O:39][CH2:38]C1. The catalyst is C(Cl)Cl. The product is [F:1][C:2]1[CH:7]=[CH:6][C:5]([F:8])=[CH:4][C:3]=1[C@H:9]1[CH2:13][CH2:12][CH2:11][N:10]1[C:14]1[CH:19]=[CH:18][N:17]2[N:20]=[CH:21][C:22]([NH:23][C:29]([N:31]3[CH2:32][CH2:33][O:39][CH2:38][CH2:35]3)=[O:30])=[C:16]2[N:15]=1. The yield is 0.910. (4) The reactants are [NH2:1][C:2]1[N:7]=[CH:6][C:5](I)=[CH:4][N:3]=1.C[Si]([C:13]#[CH:14])(C)C. No catalyst specified. The product is [C:13]([C:5]1[CH:4]=[N:3][C:2]([NH2:1])=[N:7][CH:6]=1)#[CH:14]. The yield is 0.730. (5) The reactants are C(N(CC)CC)C.[Br-].Br[C:10]1[N:15]=[C:14]2[N:16]([CH2:20][C:21]([CH3:24])([CH3:23])[CH3:22])[C:17]([NH3+:19])=[N:18][C:13]2=[CH:12][CH:11]=1.[F:25][C:26]1[CH:31]=[CH:30][C:29]([C:32]#[CH:33])=[CH:28][CH:27]=1. The catalyst is C(O)C.C1(C)C=CC=CC=1.CC([O-])=O.CC([O-])=O.[Pd+2].[Cu]I.C1(P(C2C=CC=CC=2)C2C=CC=CC=2)C=CC=CC=1. The product is [CH3:22][C:21]([CH3:24])([CH3:23])[CH2:20][N:16]1[C:14]2=[N:15][C:10]([CH2:33][CH2:32][C:29]3[CH:30]=[CH:31][C:26]([F:25])=[CH:27][CH:28]=3)=[CH:11][CH:12]=[C:13]2[N:18]=[C:17]1[NH2:19]. The yield is 0.870.